From a dataset of NCI-60 drug combinations with 297,098 pairs across 59 cell lines. Regression. Given two drug SMILES strings and cell line genomic features, predict the synergy score measuring deviation from expected non-interaction effect. (1) Synergy scores: CSS=58.5, Synergy_ZIP=-1.91, Synergy_Bliss=0.519, Synergy_Loewe=-18.4, Synergy_HSA=1.39. Drug 2: N.N.Cl[Pt+2]Cl. Cell line: NCI-H522. Drug 1: CCC1=CC2CC(C3=C(CN(C2)C1)C4=CC=CC=C4N3)(C5=C(C=C6C(=C5)C78CCN9C7C(C=CC9)(C(C(C8N6C)(C(=O)OC)O)OC(=O)C)CC)OC)C(=O)OC.C(C(C(=O)O)O)(C(=O)O)O. (2) Drug 1: CC1=C(C(CCC1)(C)C)C=CC(=CC=CC(=CC(=O)O)C)C. Drug 2: CS(=O)(=O)CCNCC1=CC=C(O1)C2=CC3=C(C=C2)N=CN=C3NC4=CC(=C(C=C4)OCC5=CC(=CC=C5)F)Cl. Cell line: NCI-H322M. Synergy scores: CSS=25.2, Synergy_ZIP=-0.813, Synergy_Bliss=1.86, Synergy_Loewe=-9.67, Synergy_HSA=2.50. (3) Drug 1: COC1=CC(=CC(=C1O)OC)C2C3C(COC3=O)C(C4=CC5=C(C=C24)OCO5)OC6C(C(C7C(O6)COC(O7)C8=CC=CS8)O)O. Drug 2: CC1CCC2CC(C(=CC=CC=CC(CC(C(=O)C(C(C(=CC(C(=O)CC(OC(=O)C3CCCCN3C(=O)C(=O)C1(O2)O)C(C)CC4CCC(C(C4)OC)OCCO)C)C)O)OC)C)C)C)OC. Cell line: SK-MEL-2. Synergy scores: CSS=28.8, Synergy_ZIP=-12.8, Synergy_Bliss=-16.8, Synergy_Loewe=-19.5, Synergy_HSA=-18.2. (4) Drug 1: C1CCC(C1)C(CC#N)N2C=C(C=N2)C3=C4C=CNC4=NC=N3. Drug 2: C1CCC(C(C1)N)N.C(=O)(C(=O)[O-])[O-].[Pt+4]. Cell line: ACHN. Synergy scores: CSS=22.8, Synergy_ZIP=-1.61, Synergy_Bliss=3.73, Synergy_Loewe=-4.46, Synergy_HSA=4.16. (5) Drug 1: C1CC(=O)NC(=O)C1N2CC3=C(C2=O)C=CC=C3N. Drug 2: CN(C)N=NC1=C(NC=N1)C(=O)N. Cell line: 786-0. Synergy scores: CSS=2.80, Synergy_ZIP=-1.33, Synergy_Bliss=-1.22, Synergy_Loewe=-0.745, Synergy_HSA=-0.632. (6) Drug 1: CNC(=O)C1=NC=CC(=C1)OC2=CC=C(C=C2)NC(=O)NC3=CC(=C(C=C3)Cl)C(F)(F)F. Drug 2: C1CN(P(=O)(OC1)NCCCl)CCCl. Cell line: NCI-H522. Synergy scores: CSS=-2.30, Synergy_ZIP=2.55, Synergy_Bliss=-0.297, Synergy_Loewe=-2.19, Synergy_HSA=-4.22.